From a dataset of Catalyst prediction with 721,799 reactions and 888 catalyst types from USPTO. Predict which catalyst facilitates the given reaction. (1) Reactant: Cl[C:2]1[CH:3]=[C:4]([C:14]([NH:16][CH2:17][C:18]2[C:19](=[O:26])[NH:20][C:21]([CH3:25])=[CH:22][C:23]=2[CH3:24])=[O:15])[C:5]2[CH:10]=[N:9][N:8]([CH:11]([CH3:13])[CH3:12])[C:6]=2[N:7]=1.[NH2:27][CH2:28][CH2:29][N:30]([CH3:32])[CH3:31]. Product: [CH3:31][N:30]([CH3:32])[CH2:29][CH2:28][NH:27][C:2]1[CH:3]=[C:4]([C:14]([NH:16][CH2:17][C:18]2[C:19](=[O:26])[NH:20][C:21]([CH3:25])=[CH:22][C:23]=2[CH3:24])=[O:15])[C:5]2[CH:10]=[N:9][N:8]([CH:11]([CH3:13])[CH3:12])[C:6]=2[N:7]=1. The catalyst class is: 37. (2) Reactant: [C:1]([O:5][C:6]([N:8]1[C:13]2[CH:14]=[C:15]([Cl:22])[C:16]([NH:18][C:19](=[O:21])[CH3:20])=[CH:17][C:12]=2[O:11][CH:10]([C:23]([OH:25])=O)[CH2:9]1)=[O:7])([CH3:4])([CH3:3])[CH3:2].[F:26][C:27]1[CH:41]=[CH:40][C:30]([CH2:31][C:32]2([C:38]#[N:39])[CH2:37][CH2:36][NH:35][CH2:34][CH2:33]2)=[CH:29][CH:28]=1.CCN=C=NCCCN(C)C.C1C=CC2N(O)N=NC=2C=1.CCN(C(C)C)C(C)C. Product: [C:1]([O:5][C:6]([N:8]1[C:13]2[CH:14]=[C:15]([Cl:22])[C:16]([NH:18][C:19](=[O:21])[CH3:20])=[CH:17][C:12]=2[O:11][CH:10]([C:23]([N:35]2[CH2:36][CH2:37][C:32]([C:38]#[N:39])([CH2:31][C:30]3[CH:29]=[CH:28][C:27]([F:26])=[CH:41][CH:40]=3)[CH2:33][CH2:34]2)=[O:25])[CH2:9]1)=[O:7])([CH3:3])([CH3:2])[CH3:4]. The catalyst class is: 18. (3) Reactant: [C:1]([C@H:5]1[CH2:10][CH2:9][C@H:8]([C:11]([OH:13])=O)[CH2:7][CH2:6]1)([CH3:4])([CH3:3])[CH3:2].C(Cl)(=O)C([Cl:17])=O. Product: [C:1]([C@H:5]1[CH2:10][CH2:9][C@H:8]([C:11]([Cl:17])=[O:13])[CH2:7][CH2:6]1)([CH3:4])([CH3:3])[CH3:2]. The catalyst class is: 139. (4) Reactant: [Cl:1][C:2](Cl)(Cl)[C:3](=N)[O:4][C@H:5]1[O:22][C@H:21]([CH2:23][O:24][C:25](=[O:27])[CH3:26])[C@@H:16]([O:17][C:18](=[O:20])[CH3:19])[C@H:11]([O:12][C:13](=[O:15])[CH3:14])[C@@H:6]1[O:7][C:8](=[O:10])[CH3:9].[Br:31][C:32]1[CH:37]=C(Cl)C(O)=[C:34]([Cl:40])[CH:33]=1.[Si](OS(C(F)(F)F)(=O)=O)(C)(C)C.C(O[C@H]1[C@@H](OC(=O)C)[C@H](OC(=O)C)[C@@H](COC(=O)C)O[C@@H]1OC1C=CC(Br)=CC=1Cl)(=O)C. Product: [C:8]([O:7][C@H:6]1[C@@H:11]([O:12][C:13](=[O:15])[CH3:14])[C@H:16]([O:17][C:18](=[O:20])[CH3:19])[C@@H:21]([CH2:23][O:24][C:25](=[O:27])[CH3:26])[O:22][C@@H:5]1[O:4][C:3]1[C:34]([Cl:40])=[CH:33][C:32]([Br:31])=[CH:37][C:2]=1[Cl:1])(=[O:10])[CH3:9]. The catalyst class is: 11. (5) Reactant: [CH:1]([C:3]1[CH:4]=[CH:5][C:6]([O:13][CH3:14])=[C:7]([CH:12]=1)[C:8]([O:10][CH3:11])=[O:9])=O.Cl.[CH3:16][O:17][NH2:18]. Product: [CH3:14][O:13][C:6]1[CH:5]=[CH:4][C:3](/[CH:1]=[N:18]/[O:17][CH3:16])=[CH:12][C:7]=1[C:8]([O:10][CH3:11])=[O:9]. The catalyst class is: 17.